This data is from Full USPTO retrosynthesis dataset with 1.9M reactions from patents (1976-2016). The task is: Predict the reactants needed to synthesize the given product. (1) Given the product [CH2:8]([N:11]1[C:19]2[C:14](=[CH:15][C:16]([CH2:28][OH:30])=[CH:17][CH:18]=2)[C:13]([CH2:21][C:22]([N:24]([CH3:25])[CH3:26])=[O:23])([OH:20])[C:12]1=[O:27])[CH:9]=[CH2:10], predict the reactants needed to synthesize it. The reactants are: C=O.S(=O)(=O)(O)O.[CH2:8]([N:11]1[C:19]2[C:14](=[CH:15][CH:16]=[CH:17][CH:18]=2)[C:13]([CH2:21][C:22]([N:24]([CH3:26])[CH3:25])=[O:23])([OH:20])[C:12]1=[O:27])[CH:9]=[CH2:10].[C:28]([O-])(=[O:30])C.[Na+]. (2) Given the product [F:1][C:2]1[CH:7]=[CH:6][C:5]([N:8]2[C:16]3[CH:15]=[C:14]4[CH2:17][CH2:18][C@H:19]5[C:24]([C@@:13]4([CH3:31])[CH2:12][C:11]=3[CH:10]=[N:9]2)=[CH:23][CH2:22][C@@H:21]([C:25]([F:28])([F:27])[F:26])[C@@H:20]5[CH2:29][NH:36][C:35]2[CH:37]=[CH:38][CH:39]=[C:33]([F:32])[CH:34]=2)=[CH:4][CH:3]=1, predict the reactants needed to synthesize it. The reactants are: [F:1][C:2]1[CH:7]=[CH:6][C:5]([N:8]2[C:16]3[CH:15]=[C:14]4[CH2:17][CH2:18][C@H:19]5[C:24]([C@@:13]4([CH3:31])[CH2:12][C:11]=3[CH:10]=[N:9]2)=[CH:23][CH2:22][C@@H:21]([C:25]([F:28])([F:27])[F:26])[C@@H:20]5[CH:29]=O)=[CH:4][CH:3]=1.[F:32][C:33]1[CH:34]=[C:35]([CH:37]=[CH:38][CH:39]=1)[NH2:36]. (3) Given the product [Br:17][C:6]1[CH:7]=[CH:8][CH:9]=[C:10]2[C:5]=1[CH2:4][CH2:3][C:2]1([O:16][CH2:15][CH2:14][O:13]1)[CH2:1]2, predict the reactants needed to synthesize it. The reactants are: [CH2:1]1[C:10]2[CH:9]=[CH:8][CH:7]=[C:6](C=O)[C:5]=2[CH2:4][CH2:3][C:2]21[O:16][CH2:15][CH2:14][O:13]2.[Br:17]C1C=CC=C2C=1CCC(=O)C2.C(O)CO.C1(C)C=CC(S(O)(=O)=O)=CC=1. (4) Given the product [CH2:1]([S:3][CH:11]1[CH2:16][CH2:15][N:14]([C:17]([O:19][C:20]([CH3:23])([CH3:22])[CH3:21])=[O:18])[CH2:13][CH2:12]1)[CH3:2], predict the reactants needed to synthesize it. The reactants are: [CH2:1]([SH:3])[CH3:2].[H-].[Na+].CS(O[CH:11]1[CH2:16][CH2:15][N:14]([C:17]([O:19][C:20]([CH3:23])([CH3:22])[CH3:21])=[O:18])[CH2:13][CH2:12]1)(=O)=O. (5) Given the product [Cl:15][C:16]1[CH:17]=[CH:18][C:19]([O:25][CH3:26])=[C:20]([CH:24]=1)[CH2:21][N:22]([CH3:23])[C:12](=[O:14])[CH2:11][CH2:10][CH2:9][S:8][C:5]1[CH:4]=[CH:3][C:2]([OH:1])=[CH:7][CH:6]=1, predict the reactants needed to synthesize it. The reactants are: [OH:1][C:2]1[CH:7]=[CH:6][C:5]([S:8][CH2:9][CH2:10][CH2:11][C:12]([OH:14])=O)=[CH:4][CH:3]=1.[Cl:15][C:16]1[CH:17]=[CH:18][C:19]([O:25][CH3:26])=[C:20]([CH:24]=1)[CH2:21][NH:22][CH3:23]. (6) Given the product [CH3:8][O:9][C:10]1[CH:17]=[CH:16][C:13]([CH2:14][CH2:4][C:3]([OH:1])=[S:7])=[CH:12][C:11]=1[N+:18]([O-:20])=[O:19], predict the reactants needed to synthesize it. The reactants are: [OH-:1].[Na+].[CH2:3]([SH:7])[C:4](O)=O.[CH3:8][O:9][C:10]1[CH:17]=[CH:16][C:13]([CH2:14]Cl)=[CH:12][C:11]=1[N+:18]([O-:20])=[O:19].Cl.